From a dataset of Full USPTO retrosynthesis dataset with 1.9M reactions from patents (1976-2016). Predict the reactants needed to synthesize the given product. Given the product [C:1]([O:5][C:6](=[O:7])[NH:8][C@H:9]1[CH2:13][CH2:12][C@@H:11]([C:14](=[O:16])[NH:32][CH2:33][C:38]2[CH:37]=[CH:36][CH:35]=[CH:34][N:30]=2)[CH2:10]1)([CH3:2])([CH3:3])[CH3:4], predict the reactants needed to synthesize it. The reactants are: [C:1]([O:5][C:6]([NH:8][C@@H:9]1[CH2:13][CH2:12][C@H:11]([C:14]([OH:16])=O)[CH2:10]1)=[O:7])([CH3:4])([CH3:3])[CH3:2].Cl.CN(C)CCCN=C=NCC.O[N:30]1[C:34]2[CH:35]=[CH:36][CH:37]=[CH:38][C:33]=2[N:32]=N1.C(N(C(C)C)CC)(C)C.